The task is: Regression. Given two drug SMILES strings and cell line genomic features, predict the synergy score measuring deviation from expected non-interaction effect.. This data is from NCI-60 drug combinations with 297,098 pairs across 59 cell lines. (1) Drug 1: C1CCC(CC1)NC(=O)N(CCCl)N=O. Drug 2: C1CNP(=O)(OC1)N(CCCl)CCCl. Cell line: OVCAR-5. Synergy scores: CSS=3.17, Synergy_ZIP=-2.22, Synergy_Bliss=-5.36, Synergy_Loewe=-6.55, Synergy_HSA=-6.54. (2) Drug 1: CCCCC(=O)OCC(=O)C1(CC(C2=C(C1)C(=C3C(=C2O)C(=O)C4=C(C3=O)C=CC=C4OC)O)OC5CC(C(C(O5)C)O)NC(=O)C(F)(F)F)O. Synergy scores: CSS=75.9, Synergy_ZIP=20.7, Synergy_Bliss=21.9, Synergy_Loewe=21.7, Synergy_HSA=20.8. Drug 2: CC1=C2C(C(=O)C3(C(CC4C(C3C(C(C2(C)C)(CC1OC(=O)C(C(C5=CC=CC=C5)NC(=O)OC(C)(C)C)O)O)OC(=O)C6=CC=CC=C6)(CO4)OC(=O)C)O)C)O. Cell line: NCI-H522.